From a dataset of Full USPTO retrosynthesis dataset with 1.9M reactions from patents (1976-2016). Predict the reactants needed to synthesize the given product. (1) The reactants are: [OH:1][CH2:2][CH2:3][NH:4][CH2:5][C:6]1[CH:22]=[C:21]([C:23]([F:26])([F:25])[F:24])[CH:20]=[CH:19][C:7]=1[O:8][C:9]1[CH:10]=[C:11]([CH2:15][C:16]([OH:18])=[O:17])[CH:12]=[CH:13][CH:14]=1.C(N(C(C)C)CC)(C)C.[O:36]1CCOC[CH2:37]1. Given the product [O:36]=[C:37]1[N:4]([CH2:5][C:6]2[CH:22]=[C:21]([C:23]([F:24])([F:25])[F:26])[CH:20]=[CH:19][C:7]=2[O:8][C:9]2[CH:10]=[C:11]([CH2:15][C:16]([OH:18])=[O:17])[CH:12]=[CH:13][CH:14]=2)[CH2:3][CH2:2][O:1]1, predict the reactants needed to synthesize it. (2) Given the product [CH3:1][O:2][C:3]([C@@H:5]1[CH2:9][C@@H:8]([S:10]([C:13]2[CH:18]=[CH:17][CH:16]=[CH:15][C:14]=2[Cl:19])(=[O:11])=[O:12])[CH2:7][NH:6]1)=[O:4], predict the reactants needed to synthesize it. The reactants are: [CH3:1][O:2][C:3]([C@@H:5]1[CH2:9][C@@H:8]([S:10]([C:13]2[CH:18]=[CH:17][CH:16]=[CH:15][C:14]=2[Cl:19])(=[O:12])=[O:11])[CH2:7][N:6]1C(OC(C)(C)C)=O)=[O:4].FC(F)(F)C(O)=O. (3) Given the product [CH2:1]([C:3]1[C:4]([N:14]2[CH2:15][CH2:16][N:17]([CH2:20][CH2:21][S:22]([CH3:25])(=[O:24])=[O:23])[CH2:18][CH2:19]2)=[CH:5][C:6]([O:12][CH3:13])=[C:7]([CH:8]=1)[NH2:9])[CH3:2], predict the reactants needed to synthesize it. The reactants are: [CH2:1]([C:3]1[CH:8]=[C:7]([N+:9]([O-])=O)[C:6]([O:12][CH3:13])=[CH:5][C:4]=1[N:14]1[CH2:19][CH2:18][N:17]([CH2:20][CH2:21][S:22]([CH3:25])(=[O:24])=[O:23])[CH2:16][CH2:15]1)[CH3:2]. (4) Given the product [OH:47][C:60]1[CH:59]=[CH:52][C:50]([CH2:53][CH2:28][S:35][CH:2]([CH2:6][C:7]2[CH:12]=[CH:11][C:10]([CH2:13][CH2:14][O:15][C:16]3[CH:21]=[CH:20][C:19]([O:22][S:23]([CH3:26])(=[O:25])=[O:24])=[CH:18][CH:17]=3)=[CH:9][CH:8]=2)[C:3]([O-:5])=[O:4])=[CH:51][CH:62]=1.[C:50]([NH3+:54])([CH3:53])([CH3:52])[CH3:51], predict the reactants needed to synthesize it. The reactants are: Cl[CH:2]([CH2:6][C:7]1[CH:12]=[CH:11][C:10]([CH2:13][CH2:14][O:15][C:16]2[CH:21]=[CH:20][C:19]([O:22][S:23]([CH3:26])(=[O:25])=[O:24])=[CH:18][CH:17]=2)=[CH:9][CH:8]=1)[C:3]([O-:5])=[O:4].[NH4+].[C:28](OCCC1C=CC(O)=CC=1)(=[S:35])C1C=CC=CC=1.C[O-:47].[Na+].Cl.[C:50]([NH2:54])([CH3:53])([CH3:52])[CH3:51].C(O[CH2:59][CH:60]([CH3:62])C)(=O)C. (5) The reactants are: [CH3:1][C:2]1[O:6][C:5]([CH2:7][CH:8]2[CH2:13][CH2:12][N:11]([C:14](=[O:17])[CH:15]=[CH2:16])[CH2:10][CH2:9]2)=[N:4][N:3]=1.Br[C:19]1[C:31]([F:32])=[CH:30][CH:29]=[CH:28][C:20]=1[CH2:21][N:22]1[N:26]=[N:25][C:24]([CH3:27])=[N:23]1. Given the product [F:32][C:31]1[CH:30]=[CH:29][CH:28]=[C:20]([CH2:21][N:22]2[N:26]=[N:25][C:24]([CH3:27])=[N:23]2)[C:19]=1/[CH:16]=[CH:15]/[C:14]([N:11]1[CH2:12][CH2:13][CH:8]([CH2:7][C:5]2[O:6][C:2]([CH3:1])=[N:3][N:4]=2)[CH2:9][CH2:10]1)=[O:17], predict the reactants needed to synthesize it.